Task: Regression. Given a peptide amino acid sequence and an MHC pseudo amino acid sequence, predict their binding affinity value. This is MHC class II binding data.. Dataset: Peptide-MHC class II binding affinity with 134,281 pairs from IEDB (1) The MHC is HLA-DQA10301-DQB10302 with pseudo-sequence HLA-DQA10301-DQB10302. The binding affinity (normalized) is 0.0923. The peptide sequence is TYGDKWLDAKSTWYG. (2) The peptide sequence is ALTEALRVIAGAFEV. The MHC is DRB1_1302 with pseudo-sequence DRB1_1302. The binding affinity (normalized) is 0.608. (3) The MHC is DRB5_0101 with pseudo-sequence DRB5_0101. The peptide sequence is GELQIVDAIDAAFKI. The binding affinity (normalized) is 0.686. (4) The peptide sequence is LVSKLYEVVPGILTE. The MHC is DRB1_0405 with pseudo-sequence DRB1_0405. The binding affinity (normalized) is 0.800.